From a dataset of Full USPTO retrosynthesis dataset with 1.9M reactions from patents (1976-2016). Predict the reactants needed to synthesize the given product. (1) Given the product [Cl:36][C:30]1[CH:31]=[C:32]([Cl:35])[CH:33]=[CH:34][C:29]=1[N:28]1[C:24]([C:21]2[CH:20]=[CH:19][C:18]([OH:17])=[CH:23][CH:22]=2)=[C:25]([CH3:49])[C:26]([C:37]([NH:39][C:40]2([C:45]([O:47][CH3:48])=[O:46])[CH2:44][CH2:43][CH2:42][CH2:41]2)=[O:38])=[N:27]1, predict the reactants needed to synthesize it. The reactants are: B(F)(F)F.CCOCC.C([O:17][C:18]1[CH:23]=[CH:22][C:21]([C:24]2[N:28]([C:29]3[CH:34]=[CH:33][C:32]([Cl:35])=[CH:31][C:30]=3[Cl:36])[N:27]=[C:26]([C:37]([NH:39][C:40]3([C:45]([O:47][CH3:48])=[O:46])[CH2:44][CH2:43][CH2:42][CH2:41]3)=[O:38])[C:25]=2[CH3:49])=[CH:20][CH:19]=1)C1C=CC=CC=1.CSC.O. (2) Given the product [NH2:16][C:17]1[N:18]=[CH:19][C:20]([C:9]2[CH2:13][CH2:12][C:11](=[O:14])[CH:10]=2)=[N:21][CH:22]=1, predict the reactants needed to synthesize it. The reactants are: CC1(C)C(C)(C)OB([C:9]2[CH2:13][CH2:12][C:11](=[O:14])[CH:10]=2)O1.[NH2:16][C:17]1[CH:22]=[N:21][C:20](Br)=[CH:19][N:18]=1.C([O-])([O-])=O.[Na+].[Na+]. (3) Given the product [CH3:41][O:40][C:26]1[CH:27]=[C:28]([CH:38]=[CH:39][C:25]=1[NH:24][C:16]1[N:15]=[C:14]([NH:13][C:5]2[CH:4]=[CH:3][C:2]([N:46]3[CH2:47][CH2:48][N:43]([CH3:42])[CH2:44][CH2:45]3)=[C:10]3[C:6]=2[C:7](=[O:12])[N:8]([CH3:11])[CH2:9]3)[C:19]([C:20]([F:21])([F:23])[F:22])=[CH:18][N:17]=1)[CH2:29][P:30](=[O:37])([O:34][CH2:35][CH3:36])[O:31][CH2:32][CH3:33], predict the reactants needed to synthesize it. The reactants are: Br[C:2]1[CH:3]=[CH:4][C:5]([NH:13][C:14]2[C:19]([C:20]([F:23])([F:22])[F:21])=[CH:18][N:17]=[C:16]([NH:24][C:25]3[CH:39]=[CH:38][C:28]([CH2:29][P:30](=[O:37])([O:34][CH2:35][CH3:36])[O:31][CH2:32][CH3:33])=[CH:27][C:26]=3[O:40][CH3:41])[N:15]=2)=[C:6]2[C:10]=1[CH2:9][N:8]([CH3:11])[C:7]2=[O:12].[CH3:42][N:43]1[CH2:48][CH2:47][NH:46][CH2:45][CH2:44]1. (4) Given the product [C:13]1([S:19]([NH:22][C:23]2[CH:24]=[CH:25][C:26]([CH3:30])=[C:27]([NH:28][C:10]([CH2:9][C:6]3[CH:5]=[CH:4][C:3]([C:1]#[N:2])=[CH:8][CH:7]=3)=[O:12])[CH:29]=2)(=[O:20])=[O:21])[CH:18]=[CH:17][CH:16]=[CH:15][CH:14]=1, predict the reactants needed to synthesize it. The reactants are: [C:1]([C:3]1[CH:8]=[CH:7][C:6]([CH2:9][C:10]([OH:12])=O)=[CH:5][CH:4]=1)#[N:2].[C:13]1([S:19]([NH:22][C:23]2[CH:24]=[CH:25][C:26]([CH3:30])=[C:27]([CH:29]=2)[NH2:28])(=[O:21])=[O:20])[CH:18]=[CH:17][CH:16]=[CH:15][CH:14]=1. (5) Given the product [ClH:24].[CH3:13][NH:14][C:15]([C:17]1[C:18]([Cl:24])=[C:19]([O:9][CH:6]2[CH2:7][CH2:8][N:2]([CH3:1])[CH2:3][C:4]3[O:12][CH:11]=[CH:10][C:5]2=3)[CH:20]=[CH:21][CH:22]=1)=[O:16], predict the reactants needed to synthesize it. The reactants are: [CH3:1][N:2]1[CH2:8][CH2:7][CH:6]([OH:9])[C:5]2[CH:10]=[CH:11][O:12][C:4]=2[CH2:3]1.[CH3:13][NH:14][C:15]([C:17]1[C:18]([Cl:24])=[C:19](F)[CH:20]=[CH:21][CH:22]=1)=[O:16]. (6) Given the product [Cl:10][C:4]1[CH:3]=[C:2]([NH:1][C:16](=[O:18])[CH2:17][C:12]([OH:11])([CH3:20])[CH2:13][C:14]([OH:19])=[O:15])[CH:9]=[CH:8][C:5]=1[C:6]#[N:7], predict the reactants needed to synthesize it. The reactants are: [NH2:1][C:2]1[CH:9]=[CH:8][C:5]([C:6]#[N:7])=[C:4]([Cl:10])[CH:3]=1.[OH:11][C:12]1([CH3:20])[CH2:17][C:16](=[O:18])[O:15][C:14](=[O:19])[CH2:13]1.Cl. (7) Given the product [CH:1]1([C:6]([N:11]2[CH2:12][CH2:13][C:14]3([CH2:15][CH2:16][N:17]([C:20]([N:22]4[CH2:27][CH2:26][CH2:25][C@H:24]([NH:28][C:29]([C:31]56[CH2:32][CH:33]7[CH2:39][CH:37]([CH2:36][CH:35]([CH:34]7[OH:41])[CH2:40]5)[CH2:38]6)=[O:30])[CH2:23]4)=[O:21])[CH2:18][CH2:19]3)[CH2:10]2)=[O:7])[CH2:5][CH2:4][CH2:3][CH2:2]1, predict the reactants needed to synthesize it. The reactants are: [CH:1]1([C:6](Cl)=[O:7])[CH2:5][CH2:4][CH2:3][CH2:2]1.Cl.[CH2:10]1[C:14]2([CH2:19][CH2:18][N:17]([C:20]([N:22]3[CH2:27][CH2:26][CH2:25][C@H:24]([NH:28][C:29]([C:31]45[CH2:40][CH:35]6[CH2:36][CH:37]([CH2:39][CH:33]([CH:34]6[OH:41])[CH2:32]4)[CH2:38]5)=[O:30])[CH2:23]3)=[O:21])[CH2:16][CH2:15]2)[CH2:13][CH2:12][NH:11]1.C(N(CC)C(C)C)(C)C.C(#N)C. (8) The reactants are: [CH3:1][O:2][C:3](=[O:21])[CH2:4][C:5]12[CH2:13][CH2:12][C:8]([C:14]3[CH:19]=[CH:18][C:17]([Cl:20])=[CH:16][CH:15]=3)([CH:9](Br)[CH2:10]1)[O:7][CH2:6]2.[BH4-].[Na+]. Given the product [CH3:1][O:2][C:3](=[O:21])[CH2:4][C:5]12[CH2:13][CH2:12][C:8]([C:14]3[CH:15]=[CH:16][C:17]([Cl:20])=[CH:18][CH:19]=3)([CH2:9][CH2:10]1)[O:7][CH2:6]2, predict the reactants needed to synthesize it. (9) Given the product [Br:1][C:2]1[CH:3]=[C:4]([C:11]([O:13][CH2:14][CH3:15])=[O:12])[C:5]2[CH:10]=[N:9][N:8]([CH:23]3[CH2:28][CH2:27][O:26][CH2:25][CH2:24]3)[C:6]=2[N:7]=1, predict the reactants needed to synthesize it. The reactants are: [Br:1][C:2]1[CH:3]=[C:4]([C:11]([O:13][CH2:14][CH3:15])=[O:12])[C:5]2[CH:10]=[N:9][NH:8][C:6]=2[N:7]=1.C([O-])([O-])=O.[K+].[K+].Br[CH:23]1[CH2:28][CH2:27][O:26][CH2:25][CH2:24]1. (10) Given the product [F:1][C:2]([F:25])([F:26])[C:3]1[CH:8]=[CH:7][CH:6]=[CH:5][C:4]=1[C:9]1[CH:14]=[CH:13][CH:12]=[C:11]([C:15]2[S:16][CH:17]=[C:18]([C:20]([NH2:27])=[O:22])[N:19]=2)[CH:10]=1, predict the reactants needed to synthesize it. The reactants are: [F:1][C:2]([F:26])([F:25])[C:3]1[CH:8]=[CH:7][CH:6]=[CH:5][C:4]=1[C:9]1[CH:14]=[CH:13][CH:12]=[C:11]([C:15]2[S:16][CH:17]=[C:18]([C:20]([O:22]CC)=O)[N:19]=2)[CH:10]=1.[NH3:27].